Dataset: Forward reaction prediction with 1.9M reactions from USPTO patents (1976-2016). Task: Predict the product of the given reaction. (1) Given the reactants C(N1CCN([CH2:10][C:11]2[CH:16]=[CH:15][CH:14]=[C:13]([N+:17]([O-])=O)[CH:12]=2)CC1)(=O)C.O.O.[Sn](Cl)Cl.C(N1CCN([CH2:34][C:35]2[CH:36]=[C:37]([CH:39]=[CH:40][CH:41]=2)N)CC1)(=O)C.Cl[C:43]1[S:44]C(C#N)=[CH:46][N:47]=1.[CH3:50]CO, predict the reaction product. The product is: [CH3:50][C:15]1[CH:14]=[C:13]([NH:17][C:43]2[S:44][C:34]([C:35]3[CH:41]=[CH:40][CH:39]=[CH:37][CH:36]=3)=[CH:46][N:47]=2)[CH:12]=[C:11]([CH3:10])[CH:16]=1. (2) Given the reactants [C:1]([N:4]1[CH2:9][CH2:8][CH:7]([C:10]([N:12]2[CH2:17][CH2:16][C@@H:15]([NH:18][CH3:19])[C@H:14]([C:20]3[CH:25]=[CH:24][C:23]([Cl:26])=[C:22]([Cl:27])[CH:21]=3)[CH2:13]2)=[O:11])[CH2:6][CH2:5]1)(=[O:3])[CH3:2].[F:28][C:29]1[CH:37]=[CH:36][C:32]([C:33]([OH:35])=O)=[CH:31][C:30]=1[C:38]([F:41])([F:40])[F:39], predict the reaction product. The product is: [C:1]([N:4]1[CH2:5][CH2:6][CH:7]([C:10]([N:12]2[CH2:17][CH2:16][C@@H:15]([N:18]([CH3:19])[C:33](=[O:35])[C:32]3[CH:36]=[CH:37][C:29]([F:28])=[C:30]([C:38]([F:41])([F:40])[F:39])[CH:31]=3)[C@H:14]([C:20]3[CH:25]=[CH:24][C:23]([Cl:26])=[C:22]([Cl:27])[CH:21]=3)[CH2:13]2)=[O:11])[CH2:8][CH2:9]1)(=[O:3])[CH3:2]. (3) Given the reactants [F:1][C:2]([F:34])([F:33])[C:3]1[CH:8]=[CH:7][C:6]([C:9]2[NH:13][C:12]([N:14]3[CH2:19][CH2:18][N:17]([C:20]4[C:25]([C:26]([F:29])([F:28])[F:27])=[CH:24][CH:23]=[CH:22][N:21]=4)[CH2:16][CH2:15]3)=[N:11][C:10]=2[C:30]([OH:32])=O)=[CH:5][CH:4]=1.[CH2:35]([N:39]1[CH2:44][CH2:43][CH2:42][CH2:41][CH:40]1[CH2:45][NH2:46])[CH:36]([CH3:38])[CH3:37].F[P-](F)(F)(F)(F)F.N1(O[P+](N(C)C)(N(C)C)N(C)C)C2C=CC=CC=2N=N1.CCN(C(C)C)C(C)C, predict the reaction product. The product is: [CH2:35]([N:39]1[CH2:44][CH2:43][CH2:42][CH2:41][CH:40]1[CH2:45][NH:46][C:30]([C:10]1[N:11]=[C:12]([N:14]2[CH2:15][CH2:16][N:17]([C:20]3[C:25]([C:26]([F:27])([F:29])[F:28])=[CH:24][CH:23]=[CH:22][N:21]=3)[CH2:18][CH2:19]2)[NH:13][C:9]=1[C:6]1[CH:7]=[CH:8][C:3]([C:2]([F:1])([F:33])[F:34])=[CH:4][CH:5]=1)=[O:32])[CH:36]([CH3:38])[CH3:37]. (4) Given the reactants [Br:1][C:2]1[CH:11]=[N:10][C:9]2[NH:8][C:7](=O)[C:6]([CH3:14])([CH3:13])[O:5][C:4]=2[CH:3]=1, predict the reaction product. The product is: [Br:1][C:2]1[CH:11]=[N:10][C:9]2[NH:8][CH2:7][C:6]([CH3:14])([CH3:13])[O:5][C:4]=2[CH:3]=1.